From a dataset of Reaction yield outcomes from USPTO patents with 853,638 reactions. Predict the reaction yield, written as a fraction of the theoretical maximum amount of product (1.0 means a 100% yield; for example, 0.34 means a 34% yield). (1) The reactants are [Cl:1][C:2]1[C:23]2[O:22][C:9]3[C:10](=[O:21])[N:11]([C@@H:13]([CH2:17][CH:18]([CH3:20])[CH3:19])[C:14](O)=[O:15])[CH2:12][C:8]=3[CH2:7][C:6]=2[CH:5]=[CH:4][CH:3]=1.[NH2:24][C:25]1[S:26][CH:27]=[CH:28][N:29]=1.ON1C2C=CC=CC=2N=N1. The catalyst is C(Cl)Cl.O. The product is [S:26]1[CH:27]=[CH:28][N:29]=[C:25]1[NH:24][C:14](=[O:15])[C@@H:13]([N:11]1[CH2:12][C:8]2[CH2:7][C:6]3[CH:5]=[CH:4][CH:3]=[C:2]([Cl:1])[C:23]=3[O:22][C:9]=2[C:10]1=[O:21])[CH2:17][CH:18]([CH3:19])[CH3:20]. The yield is 0.582. (2) The reactants are Cl[C:2]1[CH:7]=[C:6]([NH:8][C:9]2[CH:18]=[CH:17][CH:16]=[CH:15][C:10]=2[C:11]([NH:13][CH3:14])=[O:12])[C:5]([Cl:19])=[CH:4][N:3]=1.[CH3:20][N:21]1[C:25]([CH3:26])=[C:24]([NH2:27])[CH:23]=[N:22]1.C1C=CC(P(C2C(C3C(P(C4C=CC=CC=4)C4C=CC=CC=4)=CC=C4C=3C=CC=C4)=C3C(C=CC=C3)=CC=2)C2C=CC=CC=2)=CC=1.C(=O)([O-])[O-].[Cs+].[Cs+]. The catalyst is O1CCOCC1.C([O-])(=O)C.[Pd+2].C([O-])(=O)C. The product is [Cl:19][C:5]1[C:6]([NH:8][C:9]2[CH:18]=[CH:17][CH:16]=[CH:15][C:10]=2[C:11]([NH:13][CH3:14])=[O:12])=[CH:7][C:2]([NH:27][C:24]2[CH:23]=[N:22][N:21]([CH3:20])[C:25]=2[CH3:26])=[N:3][CH:4]=1. The yield is 0.114.